The task is: Predict the reaction yield, written as a fraction of the theoretical maximum amount of product (1.0 means a 100% yield; for example, 0.34 means a 34% yield).. This data is from Reaction yield outcomes from USPTO patents with 853,638 reactions. (1) The reactants are [Cl:1][C:2]1[CH:10]=[CH:9][C:8]([Br:11])=[CH:7][C:3]=1[C:4](O)=[O:5].C(Cl)(=O)C([Cl:15])=O.Cl.C(=O)=O. The catalyst is C(Cl)Cl.CN(C=O)C. The product is [Cl:1][C:2]1[CH:10]=[CH:9][C:8]([Br:11])=[CH:7][C:3]=1[C:4]([Cl:15])=[O:5]. The yield is 1.00. (2) The reactants are [CH3:1][O:2][CH2:3][CH2:4][N:5]1[CH2:10][CH2:9][N:8]2[N:11]=[C:12]([N+:14]([O-])=O)[CH:13]=[C:7]2[CH2:6]1.[H][H]. The catalyst is C(O)C.[Pd]. The product is [CH3:1][O:2][CH2:3][CH2:4][N:5]1[CH2:10][CH2:9][N:8]2[N:11]=[C:12]([NH2:14])[CH:13]=[C:7]2[CH2:6]1. The yield is 0.820. (3) The catalyst is N1C=CC=CC=1.CCOC(C)=O.O. The reactants are [NH2:1][C:2]1[CH:15]=[CH:14][C:13]([Cl:16])=[CH:12][C:3]=1[C:4]([C:6]1[CH:11]=[CH:10][CH:9]=[CH:8][CH:7]=1)=[O:5].[Br:17][C:18]1[CH:23]=[CH:22][C:21]([S:24](Cl)(=[O:26])=[O:25])=[CH:20][CH:19]=1.Cl. The yield is 0.980. The product is [C:4]([C:3]1[CH:12]=[C:13]([Cl:16])[CH:14]=[CH:15][C:2]=1[NH:1][S:24]([C:21]1[CH:22]=[CH:23][C:18]([Br:17])=[CH:19][CH:20]=1)(=[O:26])=[O:25])(=[O:5])[C:6]1[CH:7]=[CH:8][CH:9]=[CH:10][CH:11]=1. (4) The reactants are [CH2:1]1[O:13][C:12]2[CH:11]=[C:10]3[C:5]([C:6]([N:14]([CH2:28][CH2:29][CH2:30][CH3:31])[C:15](=[O:27])[C:16]4[CH:21]=[C:20]([O:22][CH3:23])[C:19]([O:24][CH3:25])=[CH:18][C:17]=4I)=[CH:7][CH:8]=[N:9]3)=[CH:4][C:3]=2[O:2]1.CC1C=CC=CC=1P(C1C=CC=CC=1C)C1C=CC=CC=1C. The catalyst is CN(C=O)C.C(Cl)(Cl)Cl.CC([O-])=O.CC([O-])=O.[Pd+2]. The product is [CH3:23][O:22][C:20]1[C:19]([O:24][CH3:25])=[CH:18][C:17]2[C:7]3[C:6](=[C:5]4[CH:4]=[C:3]5[O:2][CH2:1][O:13][C:12]5=[CH:11][C:10]4=[N:9][CH:8]=3)[N:14]([CH2:28][CH2:29][CH2:30][CH3:31])[C:15](=[O:27])[C:16]=2[CH:21]=1. The yield is 0.240. (5) The reactants are [CH2:1]([O:3][C:4]([C:6]1[S:10][C:9]([CH3:11])=[N:8][C:7]=1OS(C1C=CC(C)=CC=1)(=O)=O)=[O:5])[CH3:2].[CH2:23]([NH2:30])[C:24]1[CH:29]=[CH:28][CH:27]=[CH:26][CH:25]=1. The catalyst is O1CCOCC1. The product is [CH2:1]([O:3][C:4]([C:6]1[S:10][C:9]([CH3:11])=[N:8][C:7]=1[NH:30][CH2:23][C:24]1[CH:29]=[CH:28][CH:27]=[CH:26][CH:25]=1)=[O:5])[CH3:2]. The yield is 0.490. (6) The reactants are FC1[CH:23]=[CH:22][C:5]([CH2:6][N:7]2[C:11](=[O:12])[N:10]([C:13]3[S:14][C:15]([C:19]([OH:21])=O)=[C:16]([CH3:18])[N:17]=3)[CH:9]=[N:8]2)=CC=1.C1(C[N:28]2C(=O)N(C3SC(C(O)=O)=C(C)N=3)C=N2)CC1. No catalyst specified. The product is [CH:5]1([CH2:6][N:7]2[C:11](=[O:12])[N:10]([C:13]3[S:14][C:15]([C:19]([NH2:28])=[O:21])=[C:16]([CH3:18])[N:17]=3)[CH:9]=[N:8]2)[CH2:22][CH2:23]1. The yield is 0.430.